Task: Predict the product of the given reaction.. Dataset: Forward reaction prediction with 1.9M reactions from USPTO patents (1976-2016) (1) Given the reactants B(Br)(Br)Br.C[O:6][C:7]1[CH:8]=[CH:9][C:10]2[N:11]([C:24](=[O:26])[CH3:25])[C:12]3[C:17]([S:18][C:19]=2[CH:20]=1)=[CH:16][C:15]([N+:21]([O-:23])=[O:22])=[CH:14][CH:13]=3, predict the reaction product. The product is: [OH:6][C:7]1[CH:8]=[CH:9][C:10]2[N:11]([C:24](=[O:26])[CH3:25])[C:12]3[C:17]([S:18][C:19]=2[CH:20]=1)=[CH:16][C:15]([N+:21]([O-:23])=[O:22])=[CH:14][CH:13]=3. (2) The product is: [C:22]([C:2]1[N:7]=[CH:6][C:5]([C:8]2([OH:21])[CH2:13][CH2:12][N:11]([C:14]([O:16][C:17]([CH3:20])([CH3:19])[CH3:18])=[O:15])[CH2:10][CH2:9]2)=[CH:4][CH:3]=1)#[N:23]. Given the reactants Br[C:2]1[N:7]=[CH:6][C:5]([C:8]2([OH:21])[CH2:13][CH2:12][N:11]([C:14]([O:16][C:17]([CH3:20])([CH3:19])[CH3:18])=[O:15])[CH2:10][CH2:9]2)=[CH:4][CH:3]=1.[CH3:22][N:23](C=O)C, predict the reaction product. (3) Given the reactants [CH2:1]([N:3]([CH2:11][C:12]1[CH:13]=[N:14][CH:15]=[C:16]([C:19]2[CH:20]=[C:21]3[C:25](=[CH:26][CH:27]=2)[N:24]([CH:28]2[CH2:33][CH2:32][CH2:31][CH2:30][O:29]2)[N:23]=[C:22]3[C:34]2[NH:35][C:36]([C:39]([NH:41][CH2:42][C:43]3C=NC=CC=3)=[O:40])=[CH:37][N:38]=2)[C:17]=1[CH3:18])[C:4](=[O:10])[O:5][C:6]([CH3:9])([CH3:8])[CH3:7])[CH3:2].C(O[C:54]([N:56](CC1C(C)=C(C2C=C3C(=CC=2)N(C2CCCCO2)N=C3C2NC(C(O)=O)=CN=2)C=NC=1)[CH2:57][CH3:58])=O)(C)(C)C.CCN(CC)CC.CN1CCNCC1.CN(C(ON1N=NC2C=CC=NC1=2)=[N+](C)C)C.F[P-](F)(F)(F)(F)F, predict the reaction product. The product is: [CH2:1]([N:3]([CH2:11][C:12]1[CH:13]=[N:14][CH:15]=[C:16]([C:19]2[CH:20]=[C:21]3[C:25](=[CH:26][CH:27]=2)[N:24]([CH:28]2[CH2:33][CH2:32][CH2:31][CH2:30][O:29]2)[N:23]=[C:22]3[C:34]2[NH:35][C:36]([C:39]([N:41]3[CH2:42][CH2:43][N:56]([CH3:54])[CH2:57][CH2:58]3)=[O:40])=[CH:37][N:38]=2)[C:17]=1[CH3:18])[C:4](=[O:10])[O:5][C:6]([CH3:8])([CH3:7])[CH3:9])[CH3:2].